This data is from Full USPTO retrosynthesis dataset with 1.9M reactions from patents (1976-2016). The task is: Predict the reactants needed to synthesize the given product. (1) Given the product [CH3:1][O:2][C:3]([C:5]1[N:6]([C:10]2[CH:15]=[CH:14][C:13]3[N:16]=[C:22]([C:24]4[CH:29]=[CH:28][CH:27]=[C:26]([C:30]#[N:31])[CH:25]=4)[CH2:21][C:20](=[O:32])[NH:19][C:12]=3[CH:11]=2)[CH:7]=[CH:8][CH:9]=1)=[O:4], predict the reactants needed to synthesize it. The reactants are: [CH3:1][O:2][C:3]([C:5]1[N:6]([C:10]2[CH:15]=[CH:14][C:13]([N+:16]([O-])=O)=[C:12]([NH:19][C:20](=[O:32])[CH2:21][C:22]([C:24]3[CH:29]=[CH:28][CH:27]=[C:26]([C:30]#[N:31])[CH:25]=3)=O)[CH:11]=2)[CH:7]=[CH:8][CH:9]=1)=[O:4]. (2) Given the product [CH3:15][O:14][C:12]([C:11]1[CH:16]=[C:22]([CH:8]=[CH:9][C:10]=1[N+:17]([O-:19])=[O:18])[C:20]([OH:23])=[O:2])=[O:13], predict the reactants needed to synthesize it. The reactants are: I(O)(=O)(=O)=[O:2].CC1[CH:8]=[CH:9][C:10]([N+:17]([O-:19])=[O:18])=[C:11]([CH:16]=1)[C:12]([O:14][CH3:15])=[O:13].[CH:20]([OH:23])([CH3:22])C. (3) Given the product [CH3:17][C:12]1[C:11]([C:9]2[NH:8][C:5]3=[N:6][CH:7]=[C:2]([B:18]4[O:22][C:21]([CH3:24])([CH3:23])[C:20]([CH3:26])([CH3:25])[O:19]4)[CH:3]=[C:4]3[CH:10]=2)=[C:15]([CH3:16])[O:14][N:13]=1, predict the reactants needed to synthesize it. The reactants are: Br[C:2]1[CH:3]=[C:4]2[CH:10]=[C:9]([C:11]3[C:12]([CH3:17])=[N:13][O:14][C:15]=3[CH3:16])[NH:8][C:5]2=[N:6][CH:7]=1.[B:18]1([B:18]2[O:22][C:21]([CH3:24])([CH3:23])[C:20]([CH3:26])([CH3:25])[O:19]2)[O:22][C:21]([CH3:24])([CH3:23])[C:20]([CH3:26])([CH3:25])[O:19]1.C([O-])(=O)C.[K+]. (4) Given the product [Cl:1][C:2]1[N:10]=[C:9]([CH3:11])[CH:8]=[CH:7][C:3]=1[C:4]([O:6][CH2:13][CH3:14])=[O:5], predict the reactants needed to synthesize it. The reactants are: [Cl:1][C:2]1[N:10]=[C:9]([CH3:11])[CH:8]=[CH:7][C:3]=1[C:4]([OH:6])=[O:5].O.[C:13]1(C)C=CC(S(O)(=O)=O)=C[CH:14]=1. (5) Given the product [CH:18]([C:15]1[O:14][C:13]([CH2:12][CH2:11][NH2:10])=[N:17][CH:16]=1)([CH3:20])[CH3:19], predict the reactants needed to synthesize it. The reactants are: C(OC(=O)[NH:10][CH2:11][CH2:12][C:13]1[O:14][C:15]([CH:18]([CH3:20])[CH3:19])=[CH:16][N:17]=1)C1C=CC=CC=1. (6) Given the product [NH2:13][C:14]1[N:19]=[CH:18][N:17]=[C:16]2[N:20]([CH:24]3[CH2:25][CH2:26][CH:27]([N:30]4[CH2:31][CH2:32][O:33][C:1]4=[O:2])[CH2:28][CH2:29]3)[N:21]=[C:22]([I:23])[C:15]=12, predict the reactants needed to synthesize it. The reactants are: [C:1](N1C=CN=C1)(N1C=CN=C1)=[O:2].[NH2:13][C:14]1[N:19]=[CH:18][N:17]=[C:16]2[N:20]([CH:24]3[CH2:29][CH2:28][CH:27]([NH:30][CH2:31][CH2:32][OH:33])[CH2:26][CH2:25]3)[N:21]=[C:22]([I:23])[C:15]=12. (7) Given the product [C:28]([C:23]1[CH:24]=[CH:25][CH:26]=[CH:27][C:22]=1[C:19]1[CH:20]=[CH:21][C:16]([CH2:15][C:12]2[C:13](=[O:14])[N:8]([C@H:5]3[CH2:6][CH2:7][C@H:2]([O:1][CH2:38][C:39]([O:41][CH2:42][CH3:43])=[O:40])[CH2:3][CH2:4]3)[C:9]3[N:10]([N:33]=[N:34][CH:35]=3)[C:11]=2[CH2:30][CH2:31][CH3:32])=[CH:17][CH:18]=1)#[N:29], predict the reactants needed to synthesize it. The reactants are: [OH:1][C@H:2]1[CH2:7][CH2:6][C@H:5]([N:8]2[C:13](=[O:14])[C:12]([CH2:15][C:16]3[CH:21]=[CH:20][C:19]([C:22]4[C:23]([C:28]#[N:29])=[CH:24][CH:25]=[CH:26][CH:27]=4)=[CH:18][CH:17]=3)=[C:11]([CH2:30][CH2:31][CH3:32])[N:10]3[N:33]=[N:34][CH:35]=[C:9]23)[CH2:4][CH2:3]1.[N+](=[CH:38][C:39]([O:41][CH2:42][CH3:43])=[O:40])=[N-]. (8) Given the product [O:12]=[C:8]1[NH:7][C:6]2[CH:5]=[C:4]([C:13]3[N:14]=[C:15]([C:18]4[CH:19]=[N:20][CH:21]=[CH:22][CH:23]=4)[S:16][CH:17]=3)[CH:3]=[C:2]([C:25]#[N:27])[C:11]=2[O:10][CH2:9]1, predict the reactants needed to synthesize it. The reactants are: Cl[C:2]1[C:11]2[O:10][CH2:9][C:8](=[O:12])[NH:7][C:6]=2[CH:5]=[C:4]([C:13]2[N:14]=[C:15]([C:18]3[CH:19]=[N:20][CH:21]=[CH:22][CH:23]=3)[S:16][CH:17]=2)[CH:3]=1.C[C:25]([N:27](C)C)=O.